Dataset: Catalyst prediction with 721,799 reactions and 888 catalyst types from USPTO. Task: Predict which catalyst facilitates the given reaction. (1) Reactant: [N:1]1[C:9]2[C:4](=[N:5][CH:6]=[C:7]([NH:10]C=O)[CH:8]=2)[NH:3][CH:2]=1.[ClH:13]. Product: [ClH:13].[N:1]1[C:9]2[C:4](=[N:5][CH:6]=[C:7]([NH2:10])[CH:8]=2)[NH:3][CH:2]=1. The catalyst class is: 5. (2) Reactant: Cl.[Cl:2][C:3]1[CH:11]=[C:10]([Cl:12])[C:9]([C:13]2[CH:18]=[CH:17][C:16]([F:19])=[CH:15][N:14]=2)=[CH:8][C:4]=1[C:5]([OH:7])=O.[NH2:20][C:21]1[N:25]([C:26]2[CH:31]=[CH:30][CH:29]=[CH:28][CH:27]=2)[N:24]=[C:23]([C:32]([O:34][CH2:35][CH3:36])=[O:33])[CH:22]=1.C(N(C(C)C)CC)(C)C.C(=O)([O-])O.[Na+]. Product: [Cl:2][C:3]1[CH:11]=[C:10]([Cl:12])[C:9]([C:13]2[CH:18]=[CH:17][C:16]([F:19])=[CH:15][N:14]=2)=[CH:8][C:4]=1[C:5]([NH:20][C:21]1[N:25]([C:26]2[CH:31]=[CH:30][CH:29]=[CH:28][CH:27]=2)[N:24]=[C:23]([C:32]([O:34][CH2:35][CH3:36])=[O:33])[CH:22]=1)=[O:7]. The catalyst class is: 25. (3) Reactant: [F:1][C:2]1[CH:7]=[C:6]([F:8])[CH:5]=[CH:4][C:3]=1[OH:9].[H-].[Na+].Br[C:13]1[CH:14]=[C:15]([N+]([O-])=O)[C:16]([C:19]#[N:20])=[N:17][CH:18]=1.[SH:24][C:25]1[CH:30]=[CH:29][CH:28]=[CH:27][N:26]=1.[Cl-].[NH4+]. Product: [F:1][C:2]1[CH:7]=[C:6]([F:8])[CH:5]=[CH:4][C:3]=1[O:9][C:15]1[C:16]([C:19]#[N:20])=[N:17][CH:18]=[C:13]([S:24][C:25]2[CH:30]=[CH:29][CH:28]=[CH:27][N:26]=2)[CH:14]=1. The catalyst class is: 434. (4) Reactant: C[O:2][C:3](=O)[C:4]([C:6]1[C:16]2=[C:17]3[C:12](=[CH:13][CH:14]=[CH:15]2)[CH2:11][CH2:10][CH2:9][N:8]3[CH:7]=1)=[O:5].[OH-].[NH4+:20]. Product: [C:6]1([C:4](=[O:5])[C:3]([NH2:20])=[O:2])[C:16]2=[C:17]3[C:12](=[CH:13][CH:14]=[CH:15]2)[CH2:11][CH2:10][CH2:9][N:8]3[CH:7]=1. The catalyst class is: 7. (5) Product: [CH3:1][O:2][CH2:3][CH2:4][O:5][C:6]1[CH:7]=[C:8]([C:12]2[NH:23][C:15]3=[N:16][CH:17]=[C:18]([NH2:20])[CH:19]=[C:14]3[CH:13]=2)[CH:9]=[CH:10][CH:11]=1. Reactant: [CH3:1][O:2][CH2:3][CH2:4][O:5][C:6]1[CH:7]=[C:8]([C:12]2[NH:23][C:15]3=[N:16][CH:17]=[C:18]([N+:20]([O-])=O)[CH:19]=[C:14]3[CH:13]=2)[CH:9]=[CH:10][CH:11]=1.Cl.O. The catalyst class is: 186.